Predict the reaction yield, written as a fraction of the theoretical maximum amount of product (1.0 means a 100% yield; for example, 0.34 means a 34% yield). From a dataset of Reaction yield outcomes from USPTO patents with 853,638 reactions. (1) The reactants are [C:1]([O:5][C:6]([N:8]1[CH2:13][CH2:12][C@@H:11]([OH:14])[C@@H:10]([F:15])[CH2:9]1)=[O:7])([CH3:4])([CH3:3])[CH3:2].[H-].[Na+].S(OC)(O[CH3:22])(=O)=O. The catalyst is O1CCCC1.O. The product is [C:1]([O:5][C:6]([N:8]1[CH2:13][CH2:12][C@@H:11]([O:14][CH3:22])[C@@H:10]([F:15])[CH2:9]1)=[O:7])([CH3:4])([CH3:2])[CH3:3]. The yield is 1.00. (2) The reactants are [NH2:1][C:2]1[CH:3]=[C:4]([OH:12])[C:5](=[CH:10][CH:11]=1)[C:6]([O:8][CH3:9])=[O:7].[CH3:13][C:14]1[C:23]2[C:18](=[CH:19][CH:20]=[CH:21][CH:22]=2)[C:17]([S:24](Cl)(=[O:26])=[O:25])=[CH:16][CH:15]=1. No catalyst specified. The product is [OH:12][C:4]1[CH:3]=[C:2]([NH:1][S:24]([C:17]2[C:18]3[C:23](=[CH:22][CH:21]=[CH:20][CH:19]=3)[C:14]([CH3:13])=[CH:15][CH:16]=2)(=[O:26])=[O:25])[CH:11]=[CH:10][C:5]=1[C:6]([O:8][CH3:9])=[O:7]. The yield is 0.700. (3) The reactants are FC(F)(F)C1C=C(NC(=O)NC2C=CC(C3SC(CCC(O)=O)=NC=3)=CC=2)C=CC=1.[O:31]1[C:35]2[CH:36]=[CH:37][C:38]([NH:40][C:41](=[O:64])[NH:42][C:43]3[CH:48]=[CH:47][C:46]([C:49]4[S:53][C:52]([CH:54]5[CH2:59][CH2:58][CH:57]([C:60]([O:62]C)=[O:61])[CH2:56][CH2:55]5)=[N:51][CH:50]=4)=[CH:45][CH:44]=3)=[CH:39][C:34]=2[O:33][CH2:32]1. No catalyst specified. The product is [O:31]1[C:35]2[CH:36]=[CH:37][C:38]([NH:40][C:41](=[O:64])[NH:42][C:43]3[CH:44]=[CH:45][C:46]([C:49]4[S:53][C:52]([CH:54]5[CH2:55][CH2:56][CH:57]([C:60]([OH:62])=[O:61])[CH2:58][CH2:59]5)=[N:51][CH:50]=4)=[CH:47][CH:48]=3)=[CH:39][C:34]=2[O:33][CH2:32]1. The yield is 0.830.